From a dataset of Forward reaction prediction with 1.9M reactions from USPTO patents (1976-2016). Predict the product of the given reaction. Given the reactants [Br:1][C:2]1[C:10]2[N:9]=[CH:8][NH:7][C:6]=2[CH:5]=[C:4]([N+:11]([O-:13])=[O:12])[CH:3]=1.Br[CH2:15][C:16]1[CH:21]=[CH:20][CH:19]=[C:18]([C:22]([F:25])([F:24])[F:23])[C:17]=1[CH3:26].C(=O)([O-])[O-].[K+].[K+].O, predict the reaction product. The product is: [Br:1][C:2]1[C:10]2[N:9]=[CH:8][N:7]([CH2:15][C:16]3[CH:21]=[CH:20][CH:19]=[C:18]([C:22]([F:23])([F:24])[F:25])[C:17]=3[CH3:26])[C:6]=2[CH:5]=[C:4]([N+:11]([O-:13])=[O:12])[CH:3]=1.